From a dataset of Forward reaction prediction with 1.9M reactions from USPTO patents (1976-2016). Predict the product of the given reaction. (1) Given the reactants [C:1]([N:5]([CH2:16][C:17](O)=[O:18])[S:6]([C:9]1[CH:14]=[CH:13][C:12]([F:15])=[CH:11][CH:10]=1)(=[O:8])=[O:7])([CH3:4])([CH3:3])[CH3:2].FC1C=CC(S(N(C)CC([NH:34][CH2:35][C:36]2[CH:41]=[C:40]([C:42]3[CH:47]=[CH:46][C:45]([C:48]([F:51])([F:50])[F:49])=[CH:44][CH:43]=3)[N:39]=[CH:38][N:37]=2)=O)(=O)=O)=CC=1.O.ON1C2C=CC=CC=2N=N1.C(N(CC)C(C)C)(C)C.CN(C(ON1N=NC2C=CC=CC1=2)=[N+](C)C)C.F[P-](F)(F)(F)(F)F, predict the reaction product. The product is: [C:1]([N:5]([S:6]([C:9]1[CH:10]=[CH:11][C:12]([F:15])=[CH:13][CH:14]=1)(=[O:7])=[O:8])[CH2:16][C:17]([NH:34][CH2:35][C:36]1[CH:41]=[C:40]([C:42]2[CH:43]=[CH:44][C:45]([C:48]([F:51])([F:50])[F:49])=[CH:46][CH:47]=2)[N:39]=[CH:38][N:37]=1)=[O:18])([CH3:4])([CH3:3])[CH3:2]. (2) Given the reactants [CH3:1][C:2]1[CH:11]=[C:10]([CH2:12][O:13][C:14]2[CH:19]=[CH:18][C:17]([S:20]([NH:23][C@@H:24]3[CH2:29][CH2:28][CH2:27][CH2:26][C@H:25]3[C:30]([OH:32])=[O:31])(=[O:22])=[O:21])=[CH:16][CH:15]=2)[C:9]2[C:4](=[CH:5][CH:6]=[CH:7][CH:8]=2)[N:3]=1.[C:33](OC(O[C:33]([CH3:36])([CH3:35])[CH3:34])N(C)C)([CH3:36])([CH3:35])[CH3:34], predict the reaction product. The product is: [CH3:1][C:2]1[CH:11]=[C:10]([CH2:12][O:13][C:14]2[CH:15]=[CH:16][C:17]([S:20]([NH:23][C@@H:24]3[CH2:29][CH2:28][CH2:27][CH2:26][C@H:25]3[C:30]([O:32][C:33]([CH3:36])([CH3:35])[CH3:34])=[O:31])(=[O:21])=[O:22])=[CH:18][CH:19]=2)[C:9]2[C:4](=[CH:5][CH:6]=[CH:7][CH:8]=2)[N:3]=1. (3) Given the reactants Br[C:2]1[C:3]([N:22]2[CH2:26][CH2:25][CH:24]([OH:27])[CH2:23]2)=[N:4][CH:5]=[C:6]([CH:21]=1)[C:7]([NH:9][C:10]1[CH:15]=[CH:14][C:13]([O:16][C:17]([F:20])([F:19])[F:18])=[CH:12][CH:11]=1)=[O:8].[CH3:28][C:29]1[N:34]=[CH:33][C:32](B(O)O)=[CH:31][CH:30]=1, predict the reaction product. The product is: [OH:27][CH:24]1[CH2:25][CH2:26][N:22]([C:3]2[C:2]([C:32]3[CH:33]=[N:34][C:29]([CH3:28])=[CH:30][CH:31]=3)=[CH:21][C:6]([C:7]([NH:9][C:10]3[CH:15]=[CH:14][C:13]([O:16][C:17]([F:20])([F:19])[F:18])=[CH:12][CH:11]=3)=[O:8])=[CH:5][N:4]=2)[CH2:23]1. (4) Given the reactants [NH2:1][C@H:2]([C:7]([OH:9])=[O:8])[CH2:3][CH2:4][S:5][CH3:6].[CH3:10][O:11][C:12]1[CH:17]=[CH:16][C:15]([C:18]2[O:22][C:21](=[O:23])[C:20]3([CH2:28][CH2:27][CH2:26][CH2:25][CH2:24]3)[N:19]=2)=[CH:14][CH:13]=1, predict the reaction product. The product is: [CH3:10][O:11][C:12]1[CH:13]=[CH:14][C:15]([C:18]([NH:19][C:20]2([C:21]([NH:1][C@H:2]([C:7]([OH:9])=[O:8])[CH2:3][CH2:4][S:5][CH3:6])=[O:23])[CH2:24][CH2:25][CH2:26][CH2:27][CH2:28]2)=[O:22])=[CH:16][CH:17]=1. (5) Given the reactants C(O)(=O)C.[NH:5]1[CH2:10][CH2:9][CH:8]([O:11][C:12]2[CH:13]=[C:14]3[C:19](=[CH:20][CH:21]=2)[C:18]([NH2:22])=[N:17][CH:16]=[CH:15]3)[CH2:7][CH2:6]1.[CH:23](=O)[C:24]1[CH:29]=[CH:28][CH:27]=[CH:26][CH:25]=1.C(O[BH-](OC(=O)C)OC(=O)C)(=O)C.[Na+], predict the reaction product. The product is: [CH2:23]([N:5]1[CH2:10][CH2:9][CH:8]([O:11][C:12]2[CH:13]=[C:14]3[C:19](=[CH:20][CH:21]=2)[C:18]([NH2:22])=[N:17][CH:16]=[CH:15]3)[CH2:7][CH2:6]1)[C:24]1[CH:29]=[CH:28][CH:27]=[CH:26][CH:25]=1. (6) Given the reactants [S:1]1[CH:5]=[CH:4][N:3]=[C:2]1[NH2:6].Br[CH2:8][C:9]([C:11]1[CH:16]=[CH:15][C:14]([O:17][CH2:18][C:19]2[CH:28]=[CH:27][C:26]3[C:21](=[CH:22][CH:23]=[C:24]([F:29])[CH:25]=3)[N:20]=2)=[CH:13][C:12]=1[C:30]1([C:35]2[CH:40]=[CH:39][CH:38]=[CH:37][CH:36]=2)[CH2:33][CH:32]([CH3:34])[CH2:31]1)=O, predict the reaction product. The product is: [F:29][C:24]1[CH:25]=[C:26]2[C:21](=[CH:22][CH:23]=1)[N:20]=[C:19]([CH2:18][O:17][C:14]1[CH:15]=[CH:16][C:11]([C:9]3[N:6]=[C:2]4[N:3]([CH:8]=3)[CH:4]=[CH:5][S:1]4)=[C:12]([C:30]3([C:35]4[CH:36]=[CH:37][CH:38]=[CH:39][CH:40]=4)[CH2:31][CH:32]([CH3:34])[CH2:33]3)[CH:13]=1)[CH:28]=[CH:27]2.